This data is from Full USPTO retrosynthesis dataset with 1.9M reactions from patents (1976-2016). The task is: Predict the reactants needed to synthesize the given product. (1) Given the product [C:1]([O:5][C:6]([N:8]1[CH2:13][CH2:12][N:11]([C:14]2[CH:19]=[CH:18][C:17]([N+:20]([O-:22])=[O:21])=[CH:16][C:15]=2[C:32]2[CH2:37][C:36]([CH3:39])([CH3:38])[CH2:35][C:34]([CH3:41])([CH3:40])[CH:33]=2)[CH2:10][CH2:9]1)=[O:7])([CH3:4])([CH3:3])[CH3:2], predict the reactants needed to synthesize it. The reactants are: [C:1]([O:5][C:6]([N:8]1[CH2:13][CH2:12][N:11]([C:14]2[CH:19]=[CH:18][C:17]([N+:20]([O-:22])=[O:21])=[CH:16][C:15]=2Cl)[CH2:10][CH2:9]1)=[O:7])([CH3:4])([CH3:3])[CH3:2].CC1(C)C(C)(C)OB([C:32]2[CH2:37][C:36]([CH3:39])([CH3:38])[CH2:35][C:34]([CH3:41])([CH3:40])[CH:33]=2)O1.P([O-])([O-])([O-])=O.[K+].[K+].[K+].O. (2) Given the product [CH2:1]([N:8]1[C:13](=[O:14])[C:12]([Cl:15])=[C:11]([C:21]2[CH:22]=[CH:23][C:24]([S:25][CH3:26])=[C:19]([F:18])[CH:20]=2)[CH:10]=[N:9]1)[C:2]1[CH:7]=[CH:6][CH:5]=[CH:4][CH:3]=1, predict the reactants needed to synthesize it. The reactants are: [CH2:1]([N:8]1[C:13](=[O:14])[C:12]([Cl:15])=[C:11](OC)[CH:10]=[N:9]1)[C:2]1[CH:7]=[CH:6][CH:5]=[CH:4][CH:3]=1.[F:18][C:19]1[CH:20]=[C:21](B(O)O)[CH:22]=[CH:23][C:24]=1[S:25][CH3:26]. (3) The reactants are: [Cl:1][C:2]1[CH:7]=[CH:6][C:5]([CH:8]2[N:15]3[C:11]([S:12][C:13]([C:19]([OH:21])=O)=[C:14]3[CH:16]([CH3:18])[CH3:17])=[N:10][C:9]32[CH2:25][CH2:24][CH2:23][CH2:22]3)=[CH:4][CH:3]=1.[NH:26]1[CH2:38][CH2:37][CH2:36][C@H:27]1[C:28]([N:30]1[CH2:35]COC[CH2:31]1)=[O:29]. Given the product [Cl:1][C:2]1[CH:3]=[CH:4][C:5]([CH:8]2[N:15]3[C:11]([S:12][C:13]([C:19]([N:26]4[CH2:38][CH2:37][CH2:36][C@H:27]4[C:28]([N:30]([CH3:35])[CH3:31])=[O:29])=[O:21])=[C:14]3[CH:16]([CH3:17])[CH3:18])=[N:10][C:9]32[CH2:25][CH2:24][CH2:23][CH2:22]3)=[CH:6][CH:7]=1, predict the reactants needed to synthesize it. (4) Given the product [NH:2]1[CH2:3][CH:4]=[C:5]([CH2:8][C:9]([O:11][CH2:12][CH3:13])=[O:10])[CH2:6][CH2:7]1, predict the reactants needed to synthesize it. The reactants are: C[N:2]1[CH2:7][CH:6]=[C:5]([CH2:8][C:9]([O:11][CH2:12][CH3:13])=[O:10])[CH2:4][CH2:3]1. (5) Given the product [Cl:1][C:2]1[N:3]=[CH:4][C:5]([CH2:8][N:13]2[CH2:14][CH2:15][C@H:11]([OH:10])[CH2:12]2)=[CH:6][CH:7]=1, predict the reactants needed to synthesize it. The reactants are: [Cl:1][C:2]1[CH:7]=[CH:6][C:5]([CH2:8]Cl)=[CH:4][N:3]=1.[OH:10][C@H:11]1[CH2:15][CH2:14][NH:13][CH2:12]1.C(=O)([O-])[O-].[K+].[K+]. (6) Given the product [CH:20]1([CH2:24][NH:1][C:2]2[CH:3]=[CH:4][C:5]([F:19])=[C:6]([C@:8]3([CH:16]([F:17])[F:18])[C@@H:14]4[C@@H:12]([CH2:13]4)[O:11][C:10]([NH2:15])=[N:9]3)[CH:7]=2)[CH2:23][CH2:22][CH2:21]1, predict the reactants needed to synthesize it. The reactants are: [NH2:1][C:2]1[CH:3]=[CH:4][C:5]([F:19])=[C:6]([C@@:8]2([CH:16]([F:18])[F:17])[C@H:14]3[C@H:12]([CH2:13]3)[O:11][C:10]([NH2:15])=[N:9]2)[CH:7]=1.[CH:20]1([CH:24]=O)[CH2:23][CH2:22][CH2:21]1.C(O[BH-](OC(=O)C)OC(=O)C)(=O)C.[Na+].